The task is: Predict the reaction yield, written as a fraction of the theoretical maximum amount of product (1.0 means a 100% yield; for example, 0.34 means a 34% yield).. This data is from Reaction yield outcomes from USPTO patents with 853,638 reactions. (1) The catalyst is CCOCC. The yield is 0.580. The reactants are [CH3:1][C:2]1([OH:8])[CH2:7][CH2:6][CH2:5][CH2:4][CH2:3]1.C[Li].[CH2:11]([O:13][Si:14]([O:24][CH2:25][CH3:26])([O:21][CH2:22][CH3:23])[CH2:15][CH2:16][CH2:17][N:18]=[C:19]=[O:20])[CH3:12]. The product is [CH3:1][C:2]1([O:8][C:19](=[O:20])[NH:18][CH2:17][CH2:16][CH2:15][Si:14]([O:21][CH2:22][CH3:23])([O:24][CH2:25][CH3:26])[O:13][CH2:11][CH3:12])[CH2:7][CH2:6][CH2:5][CH2:4][CH2:3]1. (2) The reactants are C1(S([N:10]2[C:14]3=[N:15][CH:16]=[C:17]([C:19]([C:21]4[CH:26]=[CH:25][C:24]([N:27]([CH3:29])[CH3:28])=[CH:23][CH:22]=4)=[O:20])[CH:18]=[C:13]3[C:12]([C:30]3[CH:31]=[N:32][N:33]([CH3:35])[CH:34]=3)=[CH:11]2)(=O)=O)C=CC=CC=1.[OH-].[Na+]. The catalyst is C(O)C. The product is [CH3:28][N:27]([CH3:29])[C:24]1[CH:23]=[CH:22][C:21]([C:19]([C:17]2[CH:18]=[C:13]3[C:12]([C:30]4[CH:31]=[N:32][N:33]([CH3:35])[CH:34]=4)=[CH:11][NH:10][C:14]3=[N:15][CH:16]=2)=[O:20])=[CH:26][CH:25]=1. The yield is 0.390.